This data is from Forward reaction prediction with 1.9M reactions from USPTO patents (1976-2016). The task is: Predict the product of the given reaction. (1) Given the reactants [CH:1]1([CH2:4][O:5][C:6]2[CH:11]=[C:10]([O:12][CH3:13])[C:9]([F:14])=[CH:8][C:7]=2[C:15]2[C:16]3[NH:23][CH:22]=[C:21]([C:24](O)=[O:25])[C:17]=3[N:18]=[CH:19][N:20]=2)[CH2:3][CH2:2]1.CCN(C(C)C)C(C)C.[NH2:36][C@H:37]([CH2:65][C:66]1[CH:71]=[CH:70][CH:69]=[CH:68][CH:67]=1)[C:38]([N:40]1[CH2:45][CH2:44][CH:43]([N:46]2[C:51](=[O:52])[C:50]([CH3:54])([CH3:53])[CH2:49][C:48]([C:55]3[CH:60]=[CH:59][C:58]([O:61][CH3:62])=[C:57]([O:63][CH3:64])[CH:56]=3)=[N:47]2)[CH2:42][CH2:41]1)=[O:39].CCOC(C(C#N)=NOC(N1CCOCC1)=[N+](C)C)=O.F[P-](F)(F)(F)(F)F.C(=O)(O)[O-].[Na+], predict the reaction product. The product is: [CH:1]1([CH2:4][O:5][C:6]2[CH:11]=[C:10]([O:12][CH3:13])[C:9]([F:14])=[CH:8][C:7]=2[C:15]2[C:16]3[NH:23][CH:22]=[C:21]([C:24]([NH:36][C@H:37]([CH2:65][C:66]4[CH:71]=[CH:70][CH:69]=[CH:68][CH:67]=4)[C:38]([N:40]4[CH2:41][CH2:42][CH:43]([N:46]5[C:51](=[O:52])[C:50]([CH3:54])([CH3:53])[CH2:49][C:48]([C:55]6[CH:60]=[CH:59][C:58]([O:61][CH3:62])=[C:57]([O:63][CH3:64])[CH:56]=6)=[N:47]5)[CH2:44][CH2:45]4)=[O:39])=[O:25])[C:17]=3[N:18]=[CH:19][N:20]=2)[CH2:2][CH2:3]1. (2) Given the reactants [CH3:1][O:2][C:3](=[O:31])[C:4]1[CH:9]=[CH:8][CH:7]=[CH:6][C:5]=1[NH:10][C:11](=[O:30])[C:12]1[CH:17]=[CH:16][CH:15]=[CH:14][C:13]=1[NH:18][C:19](=[O:29])[C:20]1[CH:25]=[CH:24][CH:23]=[CH:22][C:21]=1[N+:26]([O-])=O, predict the reaction product. The product is: [CH3:1][O:2][C:3](=[O:31])[C:4]1[CH:9]=[CH:8][CH:7]=[CH:6][C:5]=1[NH:10][C:11](=[O:30])[C:12]1[CH:17]=[CH:16][CH:15]=[CH:14][C:13]=1[NH:18][C:19](=[O:29])[C:20]1[CH:25]=[CH:24][CH:23]=[CH:22][C:21]=1[NH2:26].[NH2:10][C:5]1[CH:6]=[CH:7][CH:8]=[CH:9][C:4]=1[C:3]([OH:31])=[O:2]. (3) Given the reactants [CH3:1][N:2]1[C:10]2[C:5](=[CH:6][C:7]([O:11][C:12]3[CH:17]=[C:16]([O:18][CH3:19])[C:15]([O:20]C)=[C:14]([O:22][CH3:23])[CH:13]=3)=[CH:8][CH:9]=2)[C:4]([C:24]#[N:25])=[CH:3]1.C[Si](I)(C)C.O, predict the reaction product. The product is: [CH3:1][N:2]1[C:10]2[C:5](=[CH:6][C:7]([O:11][C:12]3[CH:13]=[C:14]([O:22][CH3:23])[C:15]([OH:20])=[C:16]([O:18][CH3:19])[CH:17]=3)=[CH:8][CH:9]=2)[C:4]([C:24]#[N:25])=[CH:3]1. (4) Given the reactants [C:1]([O:5][C:6]([N:8]1[CH2:14][CH2:13][C:12]2[C:15]([S:20][C:21](=O)N(C)C)=[C:16]([Cl:19])[CH:17]=[CH:18][C:11]=2[CH2:10][CH2:9]1)=[O:7])([CH3:4])([CH3:3])[CH3:2].[C:26]([O:29][C:30]1[CH:35]=[CH:34][C:33](CCl)=[CH:32][CH:31]=1)(=[O:28])[CH3:27], predict the reaction product. The product is: [C:26]([O:29][C:30]1[CH:35]=[CH:34][C:33]([CH2:21][S:20][C:15]2[C:12]3[CH2:13][CH2:14][N:8]([C:6]([O:5][C:1]([CH3:3])([CH3:4])[CH3:2])=[O:7])[CH2:9][CH2:10][C:11]=3[CH:18]=[CH:17][C:16]=2[Cl:19])=[CH:32][CH:31]=1)(=[O:28])[CH3:27]. (5) The product is: [CH:36]([N:39]1[N:43]=[N:42][C:41]([CH2:44][CH2:45][NH:46][C:15]([NH:16][C:17]2[N:18]=[C:19]3[CH:24]=[CH:23][C:22]([C:25]4[CH:26]=[N:27][C:28]([O:31][CH3:32])=[CH:29][CH:30]=4)=[CH:21][N:20]3[CH:33]=2)=[O:34])=[N:40]1)([CH3:38])[CH3:37]. Given the reactants C(N(CC)CC)C.C1(O[C:15](=[O:34])[NH:16][C:17]2[N:18]=[C:19]3[CH:24]=[CH:23][C:22]([C:25]4[CH:26]=[N:27][C:28]([O:31][CH3:32])=[CH:29][CH:30]=4)=[CH:21][N:20]3[CH:33]=2)C=CC=CC=1.Cl.[CH:36]([N:39]1[N:43]=[N:42][C:41]([CH2:44][CH2:45][NH2:46])=[N:40]1)([CH3:38])[CH3:37].O, predict the reaction product.